Dataset: Full USPTO retrosynthesis dataset with 1.9M reactions from patents (1976-2016). Task: Predict the reactants needed to synthesize the given product. The reactants are: [CH3:1][C:2]1[C:6]([C:7]([OH:9])=[O:8])=[CH:5][NH:4][N:3]=1.[O:10]1[CH:15]=[CH:14][CH2:13][CH2:12][CH2:11]1.C1(C)C=CC(S(O)(=O)=O)=CC=1. Given the product [CH3:1][C:2]1[C:6]([C:7]([OH:9])=[O:8])=[CH:5][N:4]([CH:11]2[CH2:12][CH2:13][CH2:14][CH2:15][O:10]2)[N:3]=1, predict the reactants needed to synthesize it.